From a dataset of Catalyst prediction with 721,799 reactions and 888 catalyst types from USPTO. Predict which catalyst facilitates the given reaction. Reactant: [CH3:1][O:2][C:3](=[O:23])[C:4](=O)[CH2:5][C:6]([C:8]1[CH:13]=[CH:12][CH:11]=[CH:10][C:9]=1[O:14][CH2:15][C:16]1[CH:21]=[CH:20][CH:19]=[CH:18][CH:17]=1)=O.[NH:24]([C:26]1[CH:27]=[C:28]([CH:32]=[CH:33][CH:34]=1)[C:29]([OH:31])=[O:30])[NH2:25]. Product: [CH3:1][O:2][C:3]([C:4]1[CH:5]=[C:6]([C:8]2[CH:13]=[CH:12][CH:11]=[CH:10][C:9]=2[O:14][CH2:15][C:16]2[CH:21]=[CH:20][CH:19]=[CH:18][CH:17]=2)[N:24]([C:26]2[CH:27]=[C:28]([CH:32]=[CH:33][CH:34]=2)[C:29]([OH:31])=[O:30])[N:25]=1)=[O:23]. The catalyst class is: 5.